Dataset: Ames mutagenicity test results for genotoxicity prediction. Task: Regression/Classification. Given a drug SMILES string, predict its toxicity properties. Task type varies by dataset: regression for continuous values (e.g., LD50, hERG inhibition percentage) or binary classification for toxic/non-toxic outcomes (e.g., AMES mutagenicity, cardiotoxicity, hepatotoxicity). Dataset: ames. (1) The drug is NC(=O)N(CCC(=O)O)N=O. The result is 1 (mutagenic). (2) The compound is CC(=O)c1cc2c(cc1C)C(C)(C)[C@@H](C)C2(C)C. The result is 0 (non-mutagenic).